This data is from NCI-60 drug combinations with 297,098 pairs across 59 cell lines. The task is: Regression. Given two drug SMILES strings and cell line genomic features, predict the synergy score measuring deviation from expected non-interaction effect. (1) Cell line: SF-539. Drug 2: CCN(CC)CCNC(=O)C1=C(NC(=C1C)C=C2C3=C(C=CC(=C3)F)NC2=O)C. Drug 1: C1C(C(OC1N2C=C(C(=O)NC2=O)F)CO)O. Synergy scores: CSS=43.3, Synergy_ZIP=-2.79, Synergy_Bliss=-3.91, Synergy_Loewe=-27.4, Synergy_HSA=-0.0336. (2) Drug 2: CC1=C(C(=CC=C1)Cl)NC(=O)C2=CN=C(S2)NC3=CC(=NC(=N3)C)N4CCN(CC4)CCO. Drug 1: CC1C(C(=O)NC(C(=O)N2CCCC2C(=O)N(CC(=O)N(C(C(=O)O1)C(C)C)C)C)C(C)C)NC(=O)C3=C4C(=C(C=C3)C)OC5=C(C(=O)C(=C(C5=N4)C(=O)NC6C(OC(=O)C(N(C(=O)CN(C(=O)C7CCCN7C(=O)C(NC6=O)C(C)C)C)C)C(C)C)C)N)C. Synergy scores: CSS=1.76, Synergy_ZIP=1.07, Synergy_Bliss=2.69, Synergy_Loewe=0.129, Synergy_HSA=0.851. Cell line: NCI/ADR-RES.